Dataset: Forward reaction prediction with 1.9M reactions from USPTO patents (1976-2016). Task: Predict the product of the given reaction. (1) The product is: [CH:32]1([N:25]([CH:26]2[CH2:31][CH2:30][CH2:29][CH2:28][CH2:27]2)[C:23](=[O:24])[NH:22][C:20]2[S:21][C:17]([CH2:16][N:13]3[CH2:14][CH2:15][CH:11]([C:9]([OH:10])=[O:8])[CH2:12]3)=[CH:18][N:19]=2)[CH2:33][CH2:34][CH2:35][CH2:36][CH2:37]1. Given the reactants C([O:8][C:9]([CH:11]1[CH2:15][CH2:14][N:13]([CH2:16][C:17]2[S:21][C:20]([NH:22][C:23]([N:25]([CH:32]3[CH2:37][CH2:36][CH2:35][CH2:34][CH2:33]3)[CH:26]3[CH2:31][CH2:30][CH2:29][CH2:28][CH2:27]3)=[O:24])=[N:19][CH:18]=2)[CH2:12]1)=[O:10])C1C=CC=CC=1, predict the reaction product. (2) Given the reactants I[C:2]1[CH:7]=[CH:6][N:5]=[CH:4][CH:3]=1.[F:8][C:9]1[CH:10]=[C:11]([CH:14]=[CH:15][C:16]=1[F:17])[CH2:12][NH2:13].[F:18][C:19]1[CH:20]=[C:21]([CH:24]=[CH:25][C:26]=1[F:27])[CH2:22]Br, predict the reaction product. The product is: [F:8][C:9]1[CH:10]=[C:11]([CH:14]=[CH:15][C:16]=1[F:17])[CH2:12][N:13]=[C:2]1[CH:7]=[CH:6][N:5]([CH2:22][C:21]2[CH:24]=[CH:25][C:26]([F:27])=[C:19]([F:18])[CH:20]=2)[CH:4]=[CH:3]1. (3) Given the reactants [OH:1][CH:2]1[C:6]([CH3:8])([CH3:7])[CH2:5][CH2:4][N:3]1[C:9]([O:11][CH2:12][C:13]1[CH:18]=[CH:17][CH:16]=[CH:15][CH:14]=1)=[O:10].[C:19]1(C)C=CC(S([O-])(=O)=O)=CC=1.[NH+]1C=CC=CC=1, predict the reaction product. The product is: [CH3:7][C:6]1([CH3:8])[CH2:5][CH2:4][N:3]([C:9]([O:11][CH2:12][C:13]2[CH:14]=[CH:15][CH:16]=[CH:17][CH:18]=2)=[O:10])[CH:2]1[O:1][CH3:19].